This data is from Catalyst prediction with 721,799 reactions and 888 catalyst types from USPTO. The task is: Predict which catalyst facilitates the given reaction. (1) Reactant: [C:1]([C:5]1[CH:6]=[C:7]2[C:12](=[C:13]([F:15])[CH:14]=1)[C:11](=[O:16])[N:10]([C:17]1[CH:27]=[CH:26][CH:25]=[C:24]([C:28]3[CH:29]=[C:30]([NH:37][C:38]4[N:43]=[CH:42][C:41]([CH:44]5[CH2:49][CH2:48][N:47]([CH3:50])[CH2:46][CH2:45]5)=[CH:40][CH:39]=4)[C:31]4[N:32]([CH:34]=[CH:35][N:36]=4)[CH:33]=3)[C:18]=1[CH2:19][O:20]C(=O)C)[N:9]=[CH:8]2)([CH3:4])([CH3:3])[CH3:2].C([O-])([O-])=O.[K+].[K+]. Product: [C:1]([C:5]1[CH:6]=[C:7]2[C:12](=[C:13]([F:15])[CH:14]=1)[C:11](=[O:16])[N:10]([C:17]1[CH:27]=[CH:26][CH:25]=[C:24]([C:28]3[CH:29]=[C:30]([NH:37][C:38]4[N:43]=[CH:42][C:41]([CH:44]5[CH2:49][CH2:48][N:47]([CH3:50])[CH2:46][CH2:45]5)=[CH:40][CH:39]=4)[C:31]4[N:32]([CH:34]=[CH:35][N:36]=4)[CH:33]=3)[C:18]=1[CH2:19][OH:20])[N:9]=[CH:8]2)([CH3:4])([CH3:2])[CH3:3]. The catalyst class is: 5. (2) Reactant: Cl.[Br:2][C:3]1[CH:4]=[C:5]2[C:10](=[CH:11][CH:12]=1)[CH:9]=[C:8]([S:13]([C:16]1[CH:29]=[CH:28][C:19]([C:20]([CH:22]3[CH2:27][CH2:26][NH:25][CH2:24][CH2:23]3)=[O:21])=[CH:18][CH:17]=1)(=[O:15])=[O:14])[CH:7]=[CH:6]2.[C:30]([O:34][C:35]([NH:37][CH2:38][C:39](O)=[O:40])=[O:36])([CH3:33])([CH3:32])[CH3:31].O.ON1C2C=CC=CC=2N=N1.Cl.C(N=C=NCCCN(C)C)C.CN1CCOCC1. Product: [C:30]([O:34][C:35]([NH:37][CH2:38][C:39]([N:25]1[CH2:24][CH2:23][CH:22]([C:20](=[O:21])[C:19]2[CH:28]=[CH:29][C:16]([S:13]([C:8]3[CH:7]=[CH:6][C:5]4[C:10](=[CH:11][CH:12]=[C:3]([Br:2])[CH:4]=4)[CH:9]=3)(=[O:15])=[O:14])=[CH:17][CH:18]=2)[CH2:27][CH2:26]1)=[O:40])=[O:36])([CH3:33])([CH3:32])[CH3:31]. The catalyst class is: 9. (3) Reactant: [NH2:1][CH2:2][C:3]1([CH2:8][N:9]([CH3:27])[CH2:10][C:11]([NH:13][C:14]2[CH:19]=[CH:18][C:17]([O:20][C:21]3[CH:26]=[CH:25][CH:24]=[CH:23][CH:22]=3)=[CH:16][CH:15]=2)=[O:12])[CH2:7][CH2:6][CH2:5][CH2:4]1.[CH:28]([C:30]1[CH:39]=[CH:38][C:33]([C:34]([O:36][CH3:37])=[O:35])=[CH:32][CH:31]=1)=O.C(O[BH-](OC(=O)C)OC(=O)C)(=O)C.[Na+].[OH-].[Na+]. Product: [CH3:27][N:9]([CH2:8][C:3]1([CH2:2][NH:1][CH2:28][C:30]2[CH:39]=[CH:38][C:33]([C:34]([O:36][CH3:37])=[O:35])=[CH:32][CH:31]=2)[CH2:4][CH2:5][CH2:6][CH2:7]1)[CH2:10][C:11](=[O:12])[NH:13][C:14]1[CH:15]=[CH:16][C:17]([O:20][C:21]2[CH:22]=[CH:23][CH:24]=[CH:25][CH:26]=2)=[CH:18][CH:19]=1. The catalyst class is: 68.